The task is: Predict which catalyst facilitates the given reaction.. This data is from Catalyst prediction with 721,799 reactions and 888 catalyst types from USPTO. (1) Reactant: [OH:1][C:2]1[CH:7]=[CH:6][C:5]([CH2:8][CH2:9][C:10]([O:12][CH3:13])=[O:11])=[CH:4][CH:3]=1.[CH3:14][C:15]1[CH:16]=[C:17]([CH:27]=[CH:28][CH:29]=1)[O:18][C:19]1[CH:20]=[C:21]([CH2:25]O)[CH:22]=[CH:23][CH:24]=1.C(P(CCCC)CCCC)CCC.N(C(N1CCCCC1)=O)=NC(N1CCCCC1)=O. Product: [CH3:25][C:21]1[CH:20]=[C:19]([CH:24]=[CH:23][CH:22]=1)[O:18][C:17]1[CH:16]=[C:15]([CH:29]=[CH:28][CH:27]=1)[CH2:14][O:1][C:2]1[CH:3]=[CH:4][C:5]([CH2:8][CH2:9][C:10]([O:12][CH3:13])=[O:11])=[CH:6][CH:7]=1. The catalyst class is: 345. (2) Reactant: [CH2:1]([C:3]1[CH:8]=[C:7]([O:9]COCC[Si](C)(C)C)[C:6]([F:18])=[CH:5][C:4]=1[C:19]1[N:24]=[C:23]([NH:25][CH2:26][C:27]2[CH:32]=[CH:31][CH:30]=[CH:29][C:28]=2[N:33]([CH3:38])[S:34]([CH3:37])(=[O:36])=[O:35])[C:22]2[C:39](I)=[N:40][N:41](COCC[Si](C)(C)C)[C:21]=2[CH:20]=1)[CH3:2].[NH:51]1[CH:55]=[CH:54][CH:53]=[N:52]1.C(=O)([O-])[O-].[Cs+].[Cs+].COC1C2C(=C3C(=CC=2)C(OC)=CC=N3)N=CC=1.C(O)(C(F)(F)F)=O. Product: [CH2:1]([C:3]1[CH:8]=[C:7]([OH:9])[C:6]([F:18])=[CH:5][C:4]=1[C:19]1[N:24]=[C:23]([NH:25][CH2:26][C:27]2[CH:32]=[CH:31][CH:30]=[CH:29][C:28]=2[N:33]([CH3:38])[S:34]([CH3:37])(=[O:35])=[O:36])[C:22]2[C:39]([N:51]3[CH:55]=[CH:54][CH:53]=[N:52]3)=[N:40][NH:41][C:21]=2[CH:20]=1)[CH3:2]. The catalyst class is: 197. (3) Reactant: [CH2:1]([N:8]1[CH2:13][CH2:12][NH:11][CH2:10][CH2:9]1)[C:2]1[CH:7]=[CH:6][CH:5]=[CH:4][CH:3]=1.C(=O)([O-])[O-].[K+].[K+].Br[CH2:21]/[CH:22]=[CH:23]/[C:24]([O:26][CH3:27])=[O:25]. Product: [CH3:27][O:26][C:24](=[O:25])[CH:23]=[CH:22][CH2:21][N:11]1[CH2:12][CH2:13][N:8]([CH2:1][C:2]2[CH:3]=[CH:4][CH:5]=[CH:6][CH:7]=2)[CH2:9][CH2:10]1. The catalyst class is: 9. (4) Reactant: [CH3:1][S:2]([CH2:5][C:6]1[N:11]=[CH:10][C:9]([O:12][C:13]2[CH:14]=[C:15]3[C:19](=[C:20]([O:22][CH:23]4[CH2:28][CH2:27][O:26][CH2:25][CH2:24]4)[CH:21]=2)[NH:18][C:17]([C:29]([NH2:31])=O)=[CH:16]3)=[CH:8][CH:7]=1)(=[O:4])=[O:3].COC1C=CC(P2(SP(C3C=CC(OC)=CC=3)(=S)S2)=[S:41])=CC=1.C(OCC)(=O)C.CCCCCC. Product: [CH3:1][S:2]([CH2:5][C:6]1[N:11]=[CH:10][C:9]([O:12][C:13]2[CH:14]=[C:15]3[C:19](=[C:20]([O:22][CH:23]4[CH2:24][CH2:25][O:26][CH2:27][CH2:28]4)[CH:21]=2)[NH:18][C:17]([C:29](=[S:41])[NH2:31])=[CH:16]3)=[CH:8][CH:7]=1)(=[O:4])=[O:3]. The catalyst class is: 7. (5) Reactant: C[Si]([N-][Si](C)(C)C)(C)C.[Li+].[C:11]([C:14]1[CH:15]=[C:16]([CH:21]=[C:22]([Br:25])[C:23]=1[OH:24])[C:17]([O:19][CH3:20])=[O:18])(=[O:13])[CH3:12].[N:26]1([C:32](Cl)=[O:33])[CH2:31][CH2:30][O:29][CH2:28][CH2:27]1.C(Cl)Cl. Product: [Br:25][C:22]1[CH:21]=[C:16]([CH:15]=[C:14]([C:11](=[O:13])[CH2:12][C:32]([N:26]2[CH2:31][CH2:30][O:29][CH2:28][CH2:27]2)=[O:33])[C:23]=1[OH:24])[C:17]([O:19][CH3:20])=[O:18]. The catalyst class is: 20.